Predict which catalyst facilitates the given reaction. From a dataset of Catalyst prediction with 721,799 reactions and 888 catalyst types from USPTO. (1) Reactant: [Br:1][C:2]1[CH:3]=[C:4]([NH:13][CH:14]2[CH2:19][CH2:18][O:17][CH2:16][CH2:15]2)[C:5]([CH3:12])=[C:6]([CH:11]=1)[C:7]([O:9][CH3:10])=[O:8].[CH3:20][O:21][CH2:22][CH:23]=O.C(O)(=O)C.C(O[BH-](OC(=O)C)OC(=O)C)(=O)C.[Na+].C([O-])(O)=O.[Na+]. Product: [Br:1][C:2]1[CH:3]=[C:4]([N:13]([CH2:23][CH2:22][O:21][CH3:20])[CH:14]2[CH2:19][CH2:18][O:17][CH2:16][CH2:15]2)[C:5]([CH3:12])=[C:6]([CH:11]=1)[C:7]([O:9][CH3:10])=[O:8]. The catalyst class is: 68. (2) Reactant: [C:1]([O:5][C:6]([N:8]([CH2:33][C:34]1[CH:43]=[CH:42][C:37]2[O:38][CH2:39][CH2:40][O:41][C:36]=2[CH:35]=1)[CH:9]1[CH2:14][CH2:13][N:12]([CH2:15][CH2:16][N:17]2[C:26]3[CH:25]=[C:24]([O:27][CH3:28])[CH:23]=[C:22]([C:29]([OH:31])=O)[C:21]=3[CH:20]=[CH:19][C:18]2=[O:32])[CH2:11][CH2:10]1)=[O:7])([CH3:4])([CH3:3])[CH3:2].Cl.CN.F[P-](F)(F)(F)(F)F.[N:54]1(O[P+](N2CCCC2)(N2CCCC2)N2CCCC2)[C:58]2C=CC=CC=2N=N1.C(N(CC)C(C)C)(C)C. Product: [O:38]1[C:37]2[CH:42]=[CH:43][C:34]([CH2:33][N:8]([CH:9]3[CH2:14][CH2:13][N:12]([CH2:15][CH2:16][N:17]4[C:26]5[C:21](=[C:22]([C:29]([NH:54][CH3:58])=[O:31])[CH:23]=[C:24]([O:27][CH3:28])[CH:25]=5)[CH:20]=[CH:19][C:18]4=[O:32])[CH2:11][CH2:10]3)[C:6](=[O:7])[O:5][C:1]([CH3:4])([CH3:3])[CH3:2])=[CH:35][C:36]=2[O:41][CH2:40][CH2:39]1. The catalyst class is: 35. (3) Product: [CH2:1]([O:8][C@@H:9]([CH3:14])[CH2:10][C:11]([N:17]([O:18][CH3:19])[CH3:16])=[O:13])[C:2]1[CH:3]=[CH:4][CH:5]=[CH:6][CH:7]=1. The catalyst class is: 3. Reactant: [CH2:1]([O:8][C@@H:9]([CH3:14])[CH2:10][C:11]([OH:13])=O)[C:2]1[CH:7]=[CH:6][CH:5]=[CH:4][CH:3]=1.Cl.[CH3:16][NH:17][O:18][CH3:19].C(N(CC)CC)C.ON1C2C=CC=CC=2N=N1.Cl.C(N=C=NCCCN(C)C)C. (4) Reactant: [CH2:1]([C:3]1[C:8]([O:9][CH2:10][C:11]([O:13]C)=[O:12])=[CH:7][CH:6]=[C:5]([CH3:15])[N+:4]=1[O-:16])[CH3:2]. Product: [C:11]([CH2:10][O:9][C:8]1[C:3]([CH2:1][CH3:2])=[N+:4]([O-:16])[C:5]([CH3:15])=[CH:6][CH:7]=1)([OH:13])=[O:12]. The catalyst class is: 273. (5) Reactant: [CH2:1]([C@H:8]1[CH2:12][O:11][C:10](=[O:13])[NH:9]1)[C:2]1[CH:7]=[CH:6][CH:5]=[CH:4][CH:3]=1.[Li]CCCC.[F:19][C:20]1[CH:30]=[CH:29][C:23]([O:24][CH2:25][C:26](Cl)=[O:27])=[CH:22][C:21]=1[CH3:31].[NH4+].[Cl-]. Product: [CH2:1]([C@H:8]1[CH2:12][O:11][C:10](=[O:13])[N:9]1[C:26](=[O:27])[CH2:25][O:24][C:23]1[CH:29]=[CH:30][C:20]([F:19])=[C:21]([CH3:31])[CH:22]=1)[C:2]1[CH:3]=[CH:4][CH:5]=[CH:6][CH:7]=1. The catalyst class is: 1. (6) Reactant: [Br:1][C:2]1[CH:7]=[CH:6][C:5]([OH:8])=[CH:4][CH:3]=1.Br[CH2:10][CH2:11][O:12][CH:13]1[CH2:18][CH2:17][CH2:16][CH2:15][O:14]1.C(=O)([O-])[O-].[K+].[K+]. Product: [Br:1][C:2]1[CH:7]=[CH:6][C:5]([O:8][CH2:10][CH2:11][O:12][CH:13]2[CH2:18][CH2:17][CH2:16][CH2:15][O:14]2)=[CH:4][CH:3]=1. The catalyst class is: 9. (7) Reactant: [CH3:1][NH:2][C:3]1[C:8]([N+:9]([O-])=O)=[CH:7][C:6]([C:12]([F:15])([F:14])[F:13])=[CH:5][N:4]=1.[H][H]. Product: [CH3:1][NH:2][C:3]1[C:8]([NH2:9])=[CH:7][C:6]([C:12]([F:15])([F:13])[F:14])=[CH:5][N:4]=1. The catalyst class is: 349. (8) Reactant: Cl[C:2]([C:22]1[CH:27]=[CH:26][CH:25]=[CH:24][CH:23]=1)([C:16]1[CH:21]=[CH:20][CH:19]=[CH:18][CH:17]=1)[C:3]([NH:5][C:6]1[C:15]2[C:10](=[CH:11][CH:12]=[CH:13][CH:14]=2)[N:9]=[CH:8][N:7]=1)=[O:4].[N:28]1[CH:29]=[CH:30][N:31]2[CH:36]=[C:35](B(O)O)[CH:34]=[CH:33][C:32]=12.N1C=CN2C=C(C3N=C(NCC(C4C=CC=CC=4)C4NC=CC=4)C4C(=CC=CC=4)N=3)C=CC=12. Product: [N:28]1[CH:29]=[CH:30][N:31]2[CH:36]=[C:35]([C:8]3[N:7]=[C:6]([NH:5][C:3](=[O:4])[CH:2]([C:22]4[CH:27]=[CH:26][CH:25]=[CH:24][CH:23]=4)[C:16]4[CH:21]=[CH:20][CH:19]=[CH:18][CH:17]=4)[C:15]4[C:10](=[CH:11][CH:12]=[CH:13][CH:14]=4)[N:9]=3)[CH:34]=[CH:33][C:32]=12. The catalyst class is: 25. (9) Reactant: [F:1][C:2]1[CH:17]=[CH:16][CH:15]=[CH:14][C:3]=1[O:4][CH2:5][CH2:6][CH2:7][CH2:8][CH2:9][CH2:10][CH2:11][CH2:12][NH2:13].Cl[C:19]1[C:28]2[C:23](=[CH:24][CH:25]=[CH:26][CH:27]=2)[N:22]=[CH:21][CH:20]=1.C(OCCCOCCCCCCCCNC1C2C(=CC=CC=2)N=CC=1)C. Product: [F:1][C:2]1[CH:17]=[CH:16][CH:15]=[CH:14][C:3]=1[O:4][CH2:5][CH2:6][CH2:7][CH2:8][CH2:9][CH2:10][CH2:11][CH2:12][NH:13][C:19]1[C:28]2[C:23](=[CH:24][CH:25]=[CH:26][CH:27]=2)[N:22]=[CH:21][CH:20]=1. The catalyst class is: 37.